From a dataset of Reaction yield outcomes from USPTO patents with 853,638 reactions. Predict the reaction yield, written as a fraction of the theoretical maximum amount of product (1.0 means a 100% yield; for example, 0.34 means a 34% yield). (1) The reactants are [NH2:1][C:2]1[CH:11]=[CH:10][C:9]([N:12]([C:17]2[C:36]([CH:37]3[CH2:39][CH2:38]3)=[CH:35][C:20]3[C:21]([C:31](=[O:34])[NH:32][CH3:33])=[C:22]([C:24]4[CH:29]=[CH:28][C:27]([F:30])=[CH:26][CH:25]=4)[O:23][C:19]=3[CH:18]=2)[S:13]([CH3:16])(=[O:15])=[O:14])=[CH:8][C:3]=1[C:4]([O:6][CH3:7])=[O:5].C1C(=O)N([Cl:47])C(=O)C1. The catalyst is CN(C=O)C.CCOC(C)=O. The product is [NH2:1][C:2]1[C:11]([Cl:47])=[CH:10][C:9]([N:12]([C:17]2[C:36]([CH:37]3[CH2:39][CH2:38]3)=[CH:35][C:20]3[C:21]([C:31](=[O:34])[NH:32][CH3:33])=[C:22]([C:24]4[CH:25]=[CH:26][C:27]([F:30])=[CH:28][CH:29]=4)[O:23][C:19]=3[CH:18]=2)[S:13]([CH3:16])(=[O:15])=[O:14])=[CH:8][C:3]=1[C:4]([O:6][CH3:7])=[O:5]. The yield is 0.990. (2) The reactants are [Cl:1][C:2]1[CH:11]=[N:10][C:9]2[N:8]3[CH:12]=[N:13][N:14]=[C:7]3[C:6](Cl)=[N:5][C:4]=2[CH:3]=1.[CH3:16][N:17]1[CH2:22][CH2:21][NH:20][CH2:19][CH2:18]1.O. The catalyst is CN(C=O)C. The product is [Cl:1][C:2]1[CH:11]=[N:10][C:9]2[N:8]3[CH:12]=[N:13][N:14]=[C:7]3[C:6]([N:20]3[CH2:21][CH2:22][N:17]([CH3:16])[CH2:18][CH2:19]3)=[N:5][C:4]=2[CH:3]=1. The yield is 0.120. (3) The reactants are CC1(C)[N:6]2[C:7](=[O:12])[C:8]([CH3:11])([CH3:10])[CH2:9][C@@H:5]2[CH2:4][O:3]1.O.C1(C)C=CC(S(O)(=O)=O)=CC=1. The catalyst is CO. The product is [OH:3][CH2:4][C@@H:5]1[NH:6][C:7](=[O:12])[C:8]([CH3:11])([CH3:10])[CH2:9]1. The yield is 0.900. (4) The reactants are [Cl:1][C:2]1[CH:3]=[C:4]2[C:9](=[CH:10][C:11]=1F)[O:8][CH:7]([C:13]([F:16])([F:15])[F:14])[C:6]([C:17]([O:19][CH2:20][CH3:21])=[O:18])=[CH:5]2.[CH2:22]([NH2:27])[CH2:23][CH:24]([CH3:26])[CH3:25].C([O-])([O-])=O.[K+].[K+]. The catalyst is CN(C=O)C. The product is [Cl:1][C:2]1[CH:3]=[C:4]2[C:9](=[CH:10][C:11]=1[NH:27][CH2:22][CH2:23][CH:24]([CH3:26])[CH3:25])[O:8][CH:7]([C:13]([F:16])([F:15])[F:14])[C:6]([C:17]([O:19][CH2:20][CH3:21])=[O:18])=[CH:5]2. The yield is 0.820.